Dataset: Forward reaction prediction with 1.9M reactions from USPTO patents (1976-2016). Task: Predict the product of the given reaction. (1) Given the reactants [CH2:1]([NH:4][C:5]1[CH:10]=[CH:9][N:8]2[CH:11]=[C:12]([CH3:14])[N:13]=[C:7]2[C:6]=1I)[CH:2]=[CH2:3].CCN(CC)CC, predict the reaction product. The product is: [CH3:14][C:12]1[CH2:11][N:8]2[CH:9]=[CH:10][C:5]3[C:6]([C:2]([CH3:3])=[CH:1][N:4]=3)=[C:7]2[N:13]=1. (2) Given the reactants [Cl:1][C:2]1[CH:7]=[CH:6][C:5]([N+:8]([O-:10])=[O:9])=[C:4](F)[CH:3]=1.[F:12][C:13]1[CH:14]=[C:15]([CH:17]=[C:18]([F:20])[CH:19]=1)[NH2:16].CC(C)([O-])C.[K+].O, predict the reaction product. The product is: [Cl:1][C:2]1[CH:7]=[CH:6][C:5]([N+:8]([O-:10])=[O:9])=[C:4]([CH:3]=1)[NH:16][C:15]1[CH:14]=[C:13]([F:12])[CH:19]=[C:18]([F:20])[CH:17]=1. (3) The product is: [CH3:1][C:2]([C:5]1[CH:9]=[C:8]([C:10]([NH:12][C:13]2[CH:14]=[C:15]([C:16]([NH:32][CH2:25][CH3:26])=[O:18])[CH:19]=[CH:20][C:21]=2[F:22])=[O:11])[N:7]([CH2:23][CH3:24])[N:6]=1)([CH3:4])[CH3:3]. Given the reactants [CH3:1][C:2]([C:5]1[CH:9]=[C:8]([C:10]([NH:12][C:13]2[CH:14]=[C:15]([CH:19]=[CH:20][C:21]=2[F:22])[C:16]([OH:18])=O)=[O:11])[N:7]([CH2:23][CH3:24])[N:6]=1)([CH3:4])[CH3:3].[C:25](Cl)(=O)[C:26](Cl)=O.C[N:32](C=O)C, predict the reaction product. (4) Given the reactants [CH3:1][O:2][C:3](=[O:31])[C:4]1[CH:9]=[CH:8][C:7]([CH2:10][N:11]2[CH:15]=[C:14]([C:16]3[CH:21]=[CH:20][C:19]([Cl:22])=[CH:18][C:17]=3[Cl:23])[N:13]=[C:12]2[C:24]2[CH:29]=[CH:28][C:27](Br)=[CH:26][CH:25]=2)=[CH:6][CH:5]=1.[F:32][C:33]([F:44])([F:43])[C:34]1[CH:35]=[C:36](B(O)O)[CH:37]=[CH:38][CH:39]=1, predict the reaction product. The product is: [CH3:1][O:2][C:3](=[O:31])[C:4]1[CH:9]=[CH:8][C:7]([CH2:10][N:11]2[CH:15]=[C:14]([C:16]3[CH:21]=[CH:20][C:19]([Cl:22])=[CH:18][C:17]=3[Cl:23])[N:13]=[C:12]2[C:24]2[CH:29]=[CH:28][C:27]([C:38]3[CH:37]=[CH:36][CH:35]=[C:34]([C:33]([F:44])([F:43])[F:32])[CH:39]=3)=[CH:26][CH:25]=2)=[CH:6][CH:5]=1. (5) Given the reactants [F:1][C:2]1[CH:7]=[CH:6][CH:5]=[CH:4][C:3]=1[N:8]1[C:12]([C:13]2[CH:18]=[CH:17][CH:16]=[CH:15][C:14]=2[C:19]2[CH:24]=[CH:23][CH:22]=[CH:21][C:20]=2O)=[N:11][N:10]=[N:9]1.[C:26]1(C)C=CC=CC=1B(O)O, predict the reaction product. The product is: [F:1][C:2]1[CH:7]=[CH:6][CH:5]=[CH:4][C:3]=1[N:8]1[C:12]([C:13]2[CH:18]=[CH:17][CH:16]=[CH:15][C:14]=2[C:19]2[CH:24]=[CH:23][CH:22]=[CH:21][C:20]=2[CH3:26])=[N:11][N:10]=[N:9]1. (6) Given the reactants ClCC1C=CC(CC[Si](OC)(OC)[O:12]C)=CC=1.[SiH4].C(=S)([S-])N.[Na+].[C:24]([O-:29])(=[O:28])[C:25]([CH3:27])=[CH2:26].[C:30]1([CH3:36])C=CC=C[CH:31]=1, predict the reaction product. The product is: [CH3:26][C:25]([C:24]([O:29][CH2:36][CH:30]1[O:12][CH2:31]1)=[O:28])=[CH2:27]. (7) Given the reactants [F:1][C:2]1[CH:7]=[CH:6][C:5]([CH2:8][C:9]([OH:11])=[O:10])=[CH:4][CH:3]=1.Cl.[CH3:13]O, predict the reaction product. The product is: [F:1][C:2]1[CH:3]=[CH:4][C:5]([CH2:8][C:9]([O:11][CH3:13])=[O:10])=[CH:6][CH:7]=1. (8) Given the reactants [C:1]([C:3]1[CH:4]=[C:5]([CH:9]=[CH:10][CH:11]=1)[C:6]([OH:8])=O)#[N:2].C(Cl)(=O)C(Cl)=O.[NH2:18][C:19]1[CH:31]=[C:30]([O:32][C:33]2[CH:38]=[CH:37][CH:36]=[CH:35][CH:34]=2)[CH:29]=[CH:28][C:20]=1[C:21]([O:23][C:24]([CH3:27])([CH3:26])[CH3:25])=[O:22].Cl, predict the reaction product. The product is: [C:1]([C:3]1[CH:4]=[C:5]([CH:9]=[CH:10][CH:11]=1)[C:6]([NH:18][C:19]1[CH:31]=[C:30]([O:32][C:33]2[CH:38]=[CH:37][CH:36]=[CH:35][CH:34]=2)[CH:29]=[CH:28][C:20]=1[C:21]([O:23][C:24]([CH3:25])([CH3:26])[CH3:27])=[O:22])=[O:8])#[N:2].